Dataset: B-cell epitopes from IEDB database with 3,159 antigens for binding position prediction. Task: Token-level Classification. Given an antigen amino acid sequence, predict which amino acid positions are active epitope sites capable of antibody binding. Output is a list of indices for active positions. (1) Given the antigen sequence: MKHLLLLLLCVFLVKSQGVNDNEEGFFSARGHRPLDKKREEAPSLRPAPPPISGGGYRARPAKAAATQKKLCPTGCQLQEALLQQERPIRNSVDELNNNVEAVSQTSSSSFQYMYLLKDLWQKRQKQVKDNENVVNEYSSELEKHQLYIDETVNSNIPTNLRVLRSILENLRSKIQKLESDVSAQMEYCRTPCTVSCNIPVVSGKECEEIIRKGGETSEMYLIQPDSSVKPYRVYCDMNTENGGWTVIQNRQDGSVDFGRKWDPYKQGFGNVATNTDGKNYCGLPGEYWLGNDKISQLTRMGPTELLIEMEDWKGDKVKAHYGGFTVQNEANKYQISVNKYRGTAGNALMDGASQLMGENRTMTIHNGMFFSTYDRDNDGWLTSDPRKQCSKEDGGGWWYNRCHAANPNGRYYWGGQYTWDMAKHGTDDGVVWMNWKGSWYSMRKMSMKIRPFFPQQ, which amino acid positions are active epitope sites? The epitope positions are: [371, 372, 373, 374, 375, 376, 377, 378, 379, 380, 381, 382, 383, 384, 385, 386, 387, 388, 389, 390]. The amino acids at these positions are: STYDRDNDGWLTSDPRKQCS. (2) Given the antigen sequence: MVRVPVPQLQPQNPSQQQPQEQVPLVQQQQFPGQQQPFPPQQPYPQPQPFPSQQPYLQLQPFPQPQLPYPQPQLPYPQPQLPYPQPQPFRPQQPYPQSQPQYSQPQQPISQQQQQQQQQQQQKQQQQQQQQILQQILQQQLIPCRDVVLQQHSIAYGSSQVLQQSTYQLVQQLCCQQLWQIPEQSRCQAIHNVVHAIILHQQQQQQQQQQQQPLSQVSFQQPQQQYPSGQGSFQPSQQNPQAQGSVQPQQLPQFEEIRNLALETLPAMCNVYIPPYCTIAPVGIFGTNYR, which amino acid positions are active epitope sites? The epitope positions are: [63, 64, 65, 66, 67, 68]. The amino acids at these positions are: QPQLPY. (3) Given the antigen sequence: MMNWSPTTTMLLAYLMRIPEVILDIITGGHWGVMFGLAYFAMQGAWAKVIVILLLTAGVEAQTYVVGGRVAGLTSRLTSIFSQGAKQHIQLIHNNGSWHINRTALNCNDSLHTGFIAALFYTTSFNDSGCPERVSACRGIESFRIGWGPLRYEENVTNDADMRPYCWHYPPKPGGI, which amino acid positions are active epitope sites? The epitope positions are: [164, 165, 166, 167, 168, 169, 170, 171, 172, 173]. The amino acids at these positions are: YCWHYPPKPG. (4) The epitope positions are: [140, 141, 142, 143, 144, 145]. The amino acids at these positions are: ASDYKS. Given the antigen sequence: AATSESLDVMASQKRPSQRHGSKYLATASTMDHARHGFLPRHRDTGILDSIGRFFGGDRGAPKRGSGKDSHHPARTAHYGSLPQKSHGRTQDENPVVHFFKNIVTPRTPPPSQGKGRGLSLSRFSWGAEGQRPGFGYGGRASDYKSAHKGFKGVDAQGTLSKIFKLGGRDSRSGSPMARR, which amino acid positions are active epitope sites? (5) Given the antigen sequence: MRCSHMLGQPSTLHSCFWWLFLLCTGLSWSFADGNNDSSTYQYIYNLTICELNGTAWLFDHFDWAVESFVFYPVVTHILSLGFLTTSHFFDTLGLGAVSAAGFHGQRYVLSSIYGVSALAALVCFVIRAAKNCMACRYARTRFTNFIVDDRGRIHRWKSPVVVERLGKAEVGGNLVTVKHVVLDGVKAQPLARTSAEQWEA, which amino acid positions are active epitope sites? The epitope positions are: [36, 37, 38, 39, 40, 41, 42, 43, 44, 45, 46, 47]. The amino acids at these positions are: DSSTYQYIYNLT.